Predict the product of the given reaction. From a dataset of Forward reaction prediction with 1.9M reactions from USPTO patents (1976-2016). (1) The product is: [CH2:3]1[CH2:4][C:5]2[C:10](=[CH:9][CH:8]=[CH:7][CH:6]=2)[C@H:1]([OH:11])[CH2:2]1. Given the reactants [C:1]1(=[O:11])[C:10]2[C:5](=[CH:6][CH:7]=[CH:8][CH:9]=2)[CH2:4][CH2:3][CH2:2]1, predict the reaction product. (2) Given the reactants [NH2:1][C:2]1[CH:10]=[CH:9][C:8]([Br:11])=[CH:7][C:3]=1[C:4](O)=[O:5].C(O)(=O)C.[CH:16](N)=[NH:17], predict the reaction product. The product is: [Br:11][C:8]1[CH:7]=[C:3]2[C:2](=[CH:10][CH:9]=1)[N:1]=[CH:16][N:17]=[C:4]2[OH:5]. (3) Given the reactants [NH2:1][C:2]1[N:6]([CH3:7])[N:5]=[CH:4][C:3]=1[NH:8][C:9](=[O:38])[C@@H:10]([NH:20][C:21]([NH:30][C:31](=[O:37])[O:32][C:33]([CH3:36])([CH3:35])[CH3:34])=[N:22][C:23](=[O:29])[O:24][C:25]([CH3:28])([CH3:27])[CH3:26])[CH2:11][NH:12][C:13]([O:15][C:16]([CH3:19])([CH3:18])[CH3:17])=[O:14].[C:39](Cl)([C:52]1[CH:57]=[CH:56][CH:55]=[CH:54][CH:53]=1)([C:46]1[CH:51]=[CH:50][CH:49]=[CH:48][CH:47]=1)[C:40]1[CH:45]=[CH:44][CH:43]=[CH:42][CH:41]=1.C(N(CC)CC)C, predict the reaction product. The product is: [C:16]([O:15][C:13]([NH:12][CH2:11][C@H:10]([NH:20]/[C:21](/[NH:30][C:31](=[O:37])[O:32][C:33]([CH3:36])([CH3:35])[CH3:34])=[N:22]/[C:23](=[O:29])[O:24][C:25]([CH3:28])([CH3:26])[CH3:27])[C:9]([NH:8][C:3]1[CH:4]=[N:5][N:6]([CH3:7])[C:2]=1[NH:1][C:39]([C:40]1[CH:45]=[CH:44][CH:43]=[CH:42][CH:41]=1)([C:52]1[CH:53]=[CH:54][CH:55]=[CH:56][CH:57]=1)[C:46]1[CH:47]=[CH:48][CH:49]=[CH:50][CH:51]=1)=[O:38])=[O:14])([CH3:19])([CH3:17])[CH3:18]. (4) Given the reactants Cl.[F:2][C:3]1[CH:4]=[C:5]([CH:33]=[CH:34][C:35]=1[O:36][CH3:37])[CH2:6][N:7]1[C:12]2[CH:13]=[C:14]([C:16]3[CH:21]=[C:20]([F:22])[CH:19]=[CH:18][C:17]=3[O:23][CH3:24])[S:15][C:11]=2[C:10](=[O:25])[N:9]([CH:26]2[CH2:31][CH2:30][NH:29][CH2:28][CH2:27]2)[C:8]1=[O:32].[CH2:38]([O:40][C:41]1[C:50]([O:51][CH3:52])=[CH:49][C:48]2[C:47]([C:53]3[CH:61]=[CH:60][C:56]([C:57](O)=[O:58])=[CH:55][CH:54]=3)=[N:46][C@@H:45]3[CH2:62][CH2:63][S:64][CH2:65][C@@H:44]3[C:43]=2[CH:42]=1)[CH3:39].CN(C(ON1N=NC2C=CC=NC1=2)=[N+](C)C)C.F[P-](F)(F)(F)(F)F.CCN(C(C)C)C(C)C, predict the reaction product. The product is: [CH2:38]([O:40][C:41]1[C:50]([O:51][CH3:52])=[CH:49][C:48]2[C:47]([C:53]3[CH:54]=[CH:55][C:56]([C:57]([N:29]4[CH2:28][CH2:27][CH:26]([N:9]5[C:10](=[O:25])[C:11]6[S:15][C:14]([C:16]7[CH:21]=[C:20]([F:22])[CH:19]=[CH:18][C:17]=7[O:23][CH3:24])=[CH:13][C:12]=6[N:7]([CH2:6][C:5]6[CH:33]=[CH:34][C:35]([O:36][CH3:37])=[C:3]([F:2])[CH:4]=6)[C:8]5=[O:32])[CH2:31][CH2:30]4)=[O:58])=[CH:60][CH:61]=3)=[N:46][C@@H:45]3[CH2:62][CH2:63][S:64][CH2:65][C@@H:44]3[C:43]=2[CH:42]=1)[CH3:39]. (5) Given the reactants Cl[C:2]1S[C:4]([CH:8]=O)=[C:5](Cl)[N:6]=1.[Cl:10][C:11]1[N:12]=[C:13]([NH:18][CH2:19][C:20]2[CH:25]=[CH:24][C:23]([Cl:26])=[CH:22][CH:21]=2)[S:14][C:15]=1[CH:16]=O, predict the reaction product. The product is: [Cl:26][C:23]1[CH:24]=[CH:25][C:20]([CH2:19][NH:18][C:13]2[S:14][C:15]([CH2:16][C:8]3[C:4]4[C:5](=[N:6][CH:5]=[CH:4][CH:8]=4)[NH:6][CH:2]=3)=[C:11]([Cl:10])[N:12]=2)=[CH:21][CH:22]=1. (6) Given the reactants [NH2:1][C@@H:2]([CH2:7][C:8]1[CH:9]=[C:10]2[C:15](=[CH:16][CH:17]=1)[N:14]=[CH:13][CH:12]=[CH:11]2)[C:3]([O:5][CH3:6])=[O:4].C(N(CC)CC)C.CO.[C:27](O[C:27]([O:29][C:30]([CH3:33])([CH3:32])[CH3:31])=[O:28])([O:29][C:30]([CH3:33])([CH3:32])[CH3:31])=[O:28], predict the reaction product. The product is: [C:30]([O:29][C:27]([NH:1][C@@H:2]([CH2:7][C:8]1[CH:9]=[C:10]2[C:15](=[CH:16][CH:17]=1)[N:14]=[CH:13][CH:12]=[CH:11]2)[C:3]([O:5][CH3:6])=[O:4])=[O:28])([CH3:33])([CH3:32])[CH3:31].